From a dataset of Full USPTO retrosynthesis dataset with 1.9M reactions from patents (1976-2016). Predict the reactants needed to synthesize the given product. (1) Given the product [OH:3][CH:4]([C:18]1[C:27]2[C:22](=[CH:23][CH:24]=[C:25]([O:28][CH3:29])[CH:26]=2)[N:21]=[CH:20][C:19]=1[F:30])[CH2:5][CH2:6][CH:7]1[CH2:12][CH2:11][N:10]([CH2:32][CH2:33][S:34][C:35]2[CH:40]=[C:39]([F:41])[CH:38]=[CH:37][C:36]=2[F:42])[CH2:9][CH:8]1[CH2:13][C:14]([O:16][CH3:17])=[O:15], predict the reactants needed to synthesize it. The reactants are: Cl.Cl.[OH:3][CH:4]([C:18]1[C:27]2[C:22](=[CH:23][CH:24]=[C:25]([O:28][CH3:29])[CH:26]=2)[N:21]=[CH:20][C:19]=1[F:30])[CH2:5][CH2:6][CH:7]1[CH2:12][CH2:11][NH:10][CH2:9][CH:8]1[CH2:13][C:14]([O:16][CH3:17])=[O:15].Br[CH2:32][CH2:33][S:34][C:35]1[CH:40]=[C:39]([F:41])[CH:38]=[CH:37][C:36]=1[F:42].[I-].[K+].C(=O)([O-])[O-].[K+].[K+]. (2) Given the product [CH2:1]([N:8]([CH2:17][CH2:18][CH2:19][CH2:20][CH2:21][CH2:22][CH2:23][CH2:24][OH:25])[CH3:9])[C:2]1[CH:7]=[CH:6][CH:5]=[CH:4][CH:3]=1, predict the reactants needed to synthesize it. The reactants are: [CH2:1]([NH:8][CH3:9])[C:2]1[CH:7]=[CH:6][CH:5]=[CH:4][CH:3]=1.C(=O)([O-])[O-].[K+].[K+].Br[CH2:17][CH2:18][CH2:19][CH2:20][CH2:21][CH2:22][CH2:23][CH2:24][OH:25]. (3) Given the product [CH2:10]([O:9][C:7](=[O:8])[CH2:6][C:13](=[O:12])[CH2:14][CH2:15][O:16][C:17](=[O:19])[CH3:18])[CH3:11], predict the reactants needed to synthesize it. The reactants are: [Sn](Cl)Cl.[N+](=[CH:6][C:7]([O:9][CH2:10][CH3:11])=[O:8])=[N-].[O:12]=[CH:13][CH2:14][CH2:15][O:16][C:17](=[O:19])[CH3:18]. (4) Given the product [CH3:1][C:2]1[CH:7]=[N:6][C:5]([C:8]2([CH2:11][NH:12][C:24](=[O:25])[C:23]3[CH:27]=[CH:28][CH:29]=[CH:30][C:22]=3[C:21]([F:20])([F:31])[F:32])[CH2:10][CH2:9]2)=[N:4][CH:3]=1, predict the reactants needed to synthesize it. The reactants are: [CH3:1][C:2]1[CH:3]=[N:4][C:5]([C:8]2([CH2:11][NH2:12])[CH2:10][CH2:9]2)=[N:6][CH:7]=1.C(N(CC)CC)C.[F:20][C:21]([F:32])([F:31])[C:22]1[CH:30]=[CH:29][CH:28]=[CH:27][C:23]=1[C:24](Cl)=[O:25]. (5) Given the product [Cl:14][C:15]1[CH:16]=[C:17]([O:22][CH3:23])[C:18]([CH3:21])=[CH:19][C:20]=1[C:9](=[O:12])[CH2:10][CH3:11], predict the reactants needed to synthesize it. The reactants are: [Cl-].[Cl-].[Cl-].[Al+3].ClC(Cl)C.[C:9](Cl)(=[O:12])[CH2:10][CH3:11].[Cl:14][C:15]1[CH:20]=[CH:19][C:18]([CH3:21])=[C:17]([O:22][CH3:23])[CH:16]=1.